Dataset: Peptide-MHC class I binding affinity with 185,985 pairs from IEDB/IMGT. Task: Regression. Given a peptide amino acid sequence and an MHC pseudo amino acid sequence, predict their binding affinity value. This is MHC class I binding data. (1) The MHC is HLA-A30:01 with pseudo-sequence HLA-A30:01. The binding affinity (normalized) is 0.344. The peptide sequence is TFKKSGAIK. (2) The peptide sequence is IPERSWNTG. The MHC is HLA-B07:02 with pseudo-sequence HLA-B07:02. The binding affinity (normalized) is 0.154.